Regression/Classification. Given a drug SMILES string, predict its absorption, distribution, metabolism, or excretion properties. Task type varies by dataset: regression for continuous measurements (e.g., permeability, clearance, half-life) or binary classification for categorical outcomes (e.g., BBB penetration, CYP inhibition). Dataset: cyp2c19_veith. From a dataset of CYP2C19 inhibition data for predicting drug metabolism from PubChem BioAssay. (1) The drug is O=c1c(-c2ccccc2)nc2cnc(N3CCOCC3)nc2n1Cc1ccc(F)cc1. The result is 0 (non-inhibitor). (2) The drug is CN(C)c1ccc(-c2cc(NCc3ccccc3)ncn2)cc1. The result is 0 (non-inhibitor). (3) The compound is CC(NCc1ccc(Cl)cc1Cl)C(O)c1ccccc1.Cl. The result is 1 (inhibitor). (4) The compound is Cc1cnc(CNc2cc(-c3cccnc3)ncn2)cn1. The result is 0 (non-inhibitor). (5) The drug is COc1ccc(-c2nc3cnc(N(C)C)nc3n(Cc3cccs3)c2=O)cc1. The result is 0 (non-inhibitor). (6) The result is 1 (inhibitor). The molecule is CCOc1ccc(C(=O)NC(=S)N(Cc2ccccc2)Cc2ccccc2)cc1. (7) The compound is C[C@@H]1[C@H]2CC[C@@H]3[C@@H]4CC=C5C[C@@H](N(C)C)CC[C@]5(C)[C@@H]4CC[C@]23CN1C. The result is 0 (non-inhibitor). (8) The drug is COc1ccc(NC(=O)CN2c3cccc4cccc(c34)S2(=O)=O)cc1. The result is 1 (inhibitor). (9) The molecule is Cc1nnc(N(C)C(=O)c2ccccn2)s1. The result is 0 (non-inhibitor). (10) The drug is O=C(OCc1ccccn1)c1ccc(COc2ccccc2Cl)o1. The result is 1 (inhibitor).